Dataset: Full USPTO retrosynthesis dataset with 1.9M reactions from patents (1976-2016). Task: Predict the reactants needed to synthesize the given product. (1) Given the product [CH3:13][O:12][C:10](=[O:11])[CH2:9][CH2:8][S:5]([O-:16])(=[O:7])=[O:6].[Na+:17], predict the reactants needed to synthesize it. The reactants are: O=C(C)CC[S:5]([CH2:8][CH2:9][C:10]([O:12][CH3:13])=[O:11])(=[O:7])=[O:6].C[O-:16].[Na+:17]. (2) Given the product [C:23]([O:27][C:28]([N:30]1[CH2:31][CH:32]([OH:33])[CH:34]([C:2]2[CH:7]=[CH:6][C:5]([Br:8])=[CH:4][CH:3]=2)[CH2:35]1)=[O:29])([CH3:26])([CH3:24])[CH3:25], predict the reactants needed to synthesize it. The reactants are: Br[C:2]1[CH:7]=[CH:6][C:5]([Br:8])=[CH:4][CH:3]=1.C([Li])CCC.B(F)(F)F.CCOCC.[C:23]([O:27][C:28]([N:30]1[CH2:35][C@H:34]2[C@H:32]([O:33]2)[CH2:31]1)=[O:29])([CH3:26])([CH3:25])[CH3:24]. (3) Given the product [OH:16][CH:15]([CH2:17][N:38]1[CH2:39][CH2:40][N:35]([CH3:34])[CH2:36][CH2:37]1)[CH2:14][O:13][C:12]1[CH:11]=[C:10]2[C:5]([C:6]([O:18][C:19]3[CH:24]=[CH:23][C:22]([CH3:25])=[CH:21][C:20]=3[C:26]([C:28]3[CH:29]=[CH:30][CH:31]=[CH:32][CH:33]=3)=[O:27])=[CH:7][CH:8]=[N:9]2)=[CH:4][C:3]=1[O:2][CH3:1], predict the reactants needed to synthesize it. The reactants are: [CH3:1][O:2][C:3]1[CH:4]=[C:5]2[C:10](=[CH:11][C:12]=1[O:13][CH2:14][CH:15]1[CH2:17][O:16]1)[N:9]=[CH:8][CH:7]=[C:6]2[O:18][C:19]1[CH:24]=[CH:23][C:22]([CH3:25])=[CH:21][C:20]=1[C:26]([C:28]1[CH:33]=[CH:32][CH:31]=[CH:30][CH:29]=1)=[O:27].[CH3:34][N:35]1[CH2:40][CH2:39][NH:38][CH2:37][CH2:36]1.O. (4) Given the product [Cl:1][C:2]1[CH:7]=[C:6]([Cl:8])[CH:5]=[CH:4][C:3]=1[C:9]1[N:10]=[C:11](/[CH:14]=[CH:15]/[C:16]2[CH:17]=[CH:18][C:19]([O:22][CH3:23])=[CH:20][CH:21]=2)[N:12]([CH2:24][CH3:25])[CH:13]=1, predict the reactants needed to synthesize it. The reactants are: [Cl:1][C:2]1[CH:7]=[C:6]([Cl:8])[CH:5]=[CH:4][C:3]=1[C:9]1[N:10]=[C:11](/[CH:14]=[CH:15]/[C:16]2[CH:21]=[CH:20][C:19]([O:22][CH3:23])=[CH:18][CH:17]=2)[NH:12][CH:13]=1.[CH2:24](Br)[CH3:25].